This data is from Reaction yield outcomes from USPTO patents with 853,638 reactions. The task is: Predict the reaction yield, written as a fraction of the theoretical maximum amount of product (1.0 means a 100% yield; for example, 0.34 means a 34% yield). The reactants are [Cl-].[Al+3].[Cl-].[Cl-].[C:5]([N:8]1[C:17]2[C:12](=[CH:13][C:14]([Br:18])=[CH:15][CH:16]=2)[C@H:11]([NH:19]C(=O)OC(C)C)[CH2:10][C@@H:9]1[CH3:26])(=[O:7])[CH3:6].C(N(CC)CC)C.CO. The catalyst is C(Cl)Cl.CCOC(C)=O. The product is [NH2:19][C@H:11]1[C:12]2[C:17](=[CH:16][CH:15]=[C:14]([Br:18])[CH:13]=2)[N:8]([C:5](=[O:7])[CH3:6])[C@@H:9]([CH3:26])[CH2:10]1. The yield is 0.850.